This data is from Tyrosyl-DNA phosphodiesterase HTS with 341,365 compounds. The task is: Binary Classification. Given a drug SMILES string, predict its activity (active/inactive) in a high-throughput screening assay against a specified biological target. (1) The molecule is o1c2c(C(N(C2=O)Cc2ccccc2)c2ncccc2)c(=O)c2c1cccc2. The result is 0 (inactive). (2) The compound is s1c(NC(=O)c2c(nn(c2)c2ccccc2)c2ccc(OCC(C)C)cc2)ncc1. The result is 0 (inactive). (3) The molecule is O1c2c(OC1)ccc(NC(=O)COc1cc(cc(c1)C)C)c2. The result is 0 (inactive). (4) The drug is FC(F)(F)Oc1ccc(NC(=O)CN(CC(=O)NC(=O)NC2CCCCC2)C)cc1. The result is 0 (inactive). (5) The molecule is Clc1cc(NC(=O)CN(CC(=O)NCc2sccc2)C)c(OC)cc1. The result is 0 (inactive). (6) The drug is O(CCN(CCOC(=O)C)c1c([nH]c(=O)[nH]c1=O)C)C(=O)C. The result is 0 (inactive). (7) The compound is Fc1cc(CN2CCN(CC2)C(=O)c2c(noc2C)c2ccccc2)ccc1OC. The result is 0 (inactive). (8) The molecule is O=C1NC(=O)CC1N1CCC(CC1)C(=O)N. The result is 0 (inactive).